This data is from Full USPTO retrosynthesis dataset with 1.9M reactions from patents (1976-2016). The task is: Predict the reactants needed to synthesize the given product. (1) Given the product [F:1][C:2]1[CH:3]=[C:4]([CH:5]=[C:6]([O:8][CH3:9])[CH:7]=1)[O:10][C:12]1[CH:13]=[CH:14][C:15]([N+:27]([O-:29])=[O:28])=[C:16]([CH2:18][NH:19][C:20](=[O:26])[O:21][C:22]([CH3:25])([CH3:24])[CH3:23])[CH:17]=1, predict the reactants needed to synthesize it. The reactants are: [F:1][C:2]1[CH:3]=[C:4]([OH:10])[CH:5]=[C:6]([O:8][CH3:9])[CH:7]=1.Cl[C:12]1[CH:13]=[CH:14][C:15]([N+:27]([O-:29])=[O:28])=[C:16]([CH2:18][NH:19][C:20](=[O:26])[O:21][C:22]([CH3:25])([CH3:24])[CH3:23])[CH:17]=1.[H-].[Na+]. (2) The reactants are: C([O:8][C:9](=[O:24])[C:10]1[CH:15]=[CH:14][CH:13]=[CH:12][C:11]=1[S:16][CH2:17][C:18]1[CH:23]=[CH:22][CH:21]=[CH:20][CH:19]=1)C1C=CC=CC=1.[OH-].[Na+].[OH-].[K+]. Given the product [CH2:17]([S:16][C:11]1[CH:12]=[CH:13][CH:14]=[CH:15][C:10]=1[C:9]([OH:24])=[O:8])[C:18]1[CH:19]=[CH:20][CH:21]=[CH:22][CH:23]=1, predict the reactants needed to synthesize it. (3) Given the product [CH2:1]([NH:19][S:20]([NH2:23])(=[O:22])=[O:21])[CH2:2][CH2:3][CH2:4][CH2:5][CH2:6][CH2:7][CH2:8][CH2:9][CH2:10][CH2:11][CH2:12][CH2:13][CH2:14][CH2:15][CH2:16][CH2:17][CH3:18], predict the reactants needed to synthesize it. The reactants are: [CH2:1]([NH2:19])[CH2:2][CH2:3][CH2:4][CH2:5][CH2:6][CH2:7][CH2:8][CH2:9][CH2:10][CH2:11][CH2:12][CH2:13][CH2:14][CH2:15][CH2:16][CH2:17][CH3:18].[S:20](N)([NH2:23])(=[O:22])=[O:21]. (4) The reactants are: [Cl:1][CH2:2][C@H:3]1[C:11]2[C:10]3[CH:12]=[CH:13][CH:14]=[CH:15][C:9]=3[C:8]([OH:16])=[CH:7][C:6]=2[N:5](C(OC(C)(C)C)=O)[CH2:4]1.Cl.O1CCOCC1. Given the product [ClH:1].[Cl:1][CH2:2][C@H:3]1[C:11]2[C:10]3[CH:12]=[CH:13][CH:14]=[CH:15][C:9]=3[C:8]([OH:16])=[CH:7][C:6]=2[NH:5][CH2:4]1, predict the reactants needed to synthesize it. (5) The reactants are: [C:1]([O:5][C:6](=[O:26])[CH2:7][C@@H:8]([CH2:14]OS(C1C=CC(C)=CC=1)(=O)=O)[C@@H:9]([CH3:13])[CH:10]([CH3:12])[CH3:11])([CH3:4])([CH3:3])[CH3:2].[N-:27]=[N+:28]=[N-:29].[Na+].O. Given the product [C:1]([O:5][C:6](=[O:26])[CH2:7][C@@H:8]([CH2:14][N:27]=[N+:28]=[N-:29])[C@@H:9]([CH3:13])[CH:10]([CH3:12])[CH3:11])([CH3:4])([CH3:3])[CH3:2], predict the reactants needed to synthesize it.